Task: Predict the reaction yield, written as a fraction of the theoretical maximum amount of product (1.0 means a 100% yield; for example, 0.34 means a 34% yield).. Dataset: Reaction yield outcomes from USPTO patents with 853,638 reactions The reactants are Cl[CH2:2][CH2:3][CH2:4][CH2:5][N:6]1[C:10]2[CH:11]=[CH:12][CH:13]=[CH:14][C:9]=2[N:8]=[CH:7]1.[N:15]1[CH:20]=[CH:19][C:18]([CH:21]2[CH2:26][CH2:25][NH:24][CH2:23][CH2:22]2)=[CH:17][CH:16]=1.C(N(C(C)C)CC)(C)C.[I-].[K+]. The catalyst is C(#N)C. The product is [N:6]1([CH2:5][CH2:4][CH2:3][CH2:2][N:24]2[CH2:25][CH2:26][CH:21]([C:18]3[CH:17]=[CH:16][N:15]=[CH:20][CH:19]=3)[CH2:22][CH2:23]2)[C:10]2[CH:11]=[CH:12][CH:13]=[CH:14][C:9]=2[N:8]=[CH:7]1. The yield is 0.621.